This data is from Forward reaction prediction with 1.9M reactions from USPTO patents (1976-2016). The task is: Predict the product of the given reaction. (1) Given the reactants [C:1]1([C:7]2[O:11][N:10]=[CH:9][C:8]=2[C:12]([OH:14])=O)[CH:6]=[CH:5][CH:4]=[CH:3][CH:2]=1.[CH2:15]([NH:17][CH2:18][CH3:19])[CH3:16], predict the reaction product. The product is: [CH2:15]([N:17]([CH2:18][CH3:19])[C:12]([C:8]1[CH:9]=[N:10][O:11][C:7]=1[C:1]1[CH:2]=[CH:3][CH:4]=[CH:5][CH:6]=1)=[O:14])[CH3:16]. (2) Given the reactants [Cl:1][CH:2]([CH3:28])[CH:3]([NH:15][C:16]([CH:18]1[CH2:24][CH2:23][CH:22]([CH2:25][CH2:26][CH3:27])[CH2:21][CH2:20][NH:19]1)=[O:17])[CH:4]1[CH:9]([OH:10])[CH:8]([OH:11])[CH:7]([OH:12])[CH:6]([S:13][CH3:14])[O:5]1.Br[CH2:30][C:31]1[O:32][C:33](=[O:37])[O:34][C:35]=1[CH3:36], predict the reaction product. The product is: [Cl:1][CH:2]([CH3:28])[CH:3]([NH:15][C:16]([CH:18]1[CH2:24][CH2:23][CH:22]([CH2:25][CH2:26][CH3:27])[CH2:21][CH2:20][N:19]1[CH2:30][C:31]1[O:32][C:33](=[O:37])[O:34][C:35]=1[CH3:36])=[O:17])[CH:4]1[CH:9]([OH:10])[CH:8]([OH:11])[CH:7]([OH:12])[CH:6]([S:13][CH3:14])[O:5]1. (3) The product is: [CH3:30][N:3]1[C:2](=[O:1])[C@H:13]([CH2:14][C:15]([O:17][C:18]([CH3:21])([CH3:19])[CH3:20])=[O:16])[CH2:12][CH:11]=[CH:10][CH2:9][CH2:8][C:7](=[O:22])[O:6][C@H:5]([C:23]2[CH:24]=[CH:25][CH:26]=[CH:27][CH:28]=2)[CH2:4]1. Given the reactants [O:1]=[C:2]1[C@H:13]([CH2:14][C:15]([O:17][C:18]([CH3:21])([CH3:20])[CH3:19])=[O:16])[CH2:12][CH:11]=[CH:10][CH2:9][CH2:8][C:7](=[O:22])[O:6][C@H:5]([C:23]2[CH:28]=[CH:27][CH:26]=[CH:25][CH:24]=2)[CH2:4][NH:3]1.I[CH3:30].[H-].[Na+], predict the reaction product. (4) Given the reactants O[CH2:2][C:3]1[CH:4]=[C:5]2[C:10](=[CH:11][CH:12]=1)[N:9]=[CH:8][C:7]([C:13]#[N:14])=[CH:6]2.O=S(Cl)[Cl:17], predict the reaction product. The product is: [Cl:17][CH2:2][C:3]1[CH:4]=[C:5]2[C:10](=[CH:11][CH:12]=1)[N:9]=[CH:8][C:7]([C:13]#[N:14])=[CH:6]2.